This data is from Forward reaction prediction with 1.9M reactions from USPTO patents (1976-2016). The task is: Predict the product of the given reaction. (1) Given the reactants [Br:1][C:2]1[CH:7]=[C:6]([S:8]([CH3:11])(=[O:10])=[O:9])[CH:5]=[CH:4][C:3]=1[OH:12].[C:13]([O-])([O-])=O.[K+].[K+].CI, predict the reaction product. The product is: [Br:1][C:2]1[CH:7]=[C:6]([S:8]([CH3:11])(=[O:9])=[O:10])[CH:5]=[CH:4][C:3]=1[O:12][CH3:13]. (2) Given the reactants [O:1]([C:8]1[CH:38]=[CH:37][CH:36]=[CH:35][C:9]=1[C:10]([NH:12][C:13]1[CH:34]=[CH:33][C:16]2[N:17]([CH:20]([C:27]3[CH:32]=[CH:31][CH:30]=[CH:29][CH:28]=3)[CH2:21][C:22]([O:24]CC)=[O:23])[CH:18]=[N:19][C:15]=2[CH:14]=1)=[O:11])[C:2]1[CH:7]=[CH:6][CH:5]=[CH:4][CH:3]=1.C(#N)C, predict the reaction product. The product is: [O:1]([C:8]1[CH:38]=[CH:37][CH:36]=[CH:35][C:9]=1[C:10]([NH:12][C:13]1[CH:34]=[CH:33][C:16]2[N:17]([CH:20]([C:27]3[CH:28]=[CH:29][CH:30]=[CH:31][CH:32]=3)[CH2:21][C:22]([OH:24])=[O:23])[CH:18]=[N:19][C:15]=2[CH:14]=1)=[O:11])[C:2]1[CH:3]=[CH:4][CH:5]=[CH:6][CH:7]=1. (3) The product is: [F:15][C:16]([F:25])([F:26])[C:17]1[CH:18]=[C:19]([CH:20]=[CH:2][C:1]([C:4]2[CH:5]=[CH:6][C:7]3[O:12][CH2:11][C:10](=[O:13])[NH:9][C:8]=3[CH:14]=2)=[O:3])[CH:22]=[CH:23][CH:24]=1. Given the reactants [C:1]([C:4]1[CH:5]=[CH:6][C:7]2[O:12][CH2:11][C:10](=[O:13])[NH:9][C:8]=2[CH:14]=1)(=[O:3])[CH3:2].[F:15][C:16]([F:26])([F:25])[C:17]1[CH:18]=[C:19]([CH:22]=[CH:23][CH:24]=1)[CH:20]=O, predict the reaction product. (4) Given the reactants FC(F)(F)C(O)=O.[CH3:8][O:9][C:10]1[CH:11]=[C:12]([C:18]2[N:23]=[CH:22][C:21](/[CH:24]=[CH:25]/[C:26]([OH:28])=O)=[CH:20][CH:19]=2)[CH:13]=[CH:14][C:15]=1[O:16][CH3:17].[NH2:29][C:30]1[CH:35]=[C:34]([C:36]2[S:37][CH:38]=[CH:39][CH:40]=2)[CH:33]=[CH:32][C:31]=1[NH:41][C:42](=[O:48])[O:43][C:44]([CH3:47])([CH3:46])[CH3:45].CN([P+](ON1N=NC2C=CC=CC1=2)(N(C)C)N(C)C)C.F[P-](F)(F)(F)(F)F, predict the reaction product. The product is: [CH3:8][O:9][C:10]1[CH:11]=[C:12]([C:18]2[N:23]=[CH:22][C:21](/[CH:24]=[CH:25]/[C:26]([NH:29][C:30]3[CH:35]=[C:34]([C:36]4[S:37][CH:38]=[CH:39][CH:40]=4)[CH:33]=[CH:32][C:31]=3[NH:41][C:42](=[O:48])[O:43][C:44]([CH3:46])([CH3:45])[CH3:47])=[O:28])=[CH:20][CH:19]=2)[CH:13]=[CH:14][C:15]=1[O:16][CH3:17].